Dataset: Catalyst prediction with 721,799 reactions and 888 catalyst types from USPTO. Task: Predict which catalyst facilitates the given reaction. (1) Reactant: FC(F)(F)S(O[CH2:7][C@H:8]([CH3:11])[CH2:9][F:10])(=O)=O.[CH3:14][C:15]1([CH3:40])[NH:27][CH:26]([C:28]2[CH:33]=[CH:32][C:31](/[CH:34]=[CH:35]/[C:36]([O:38][CH3:39])=[O:37])=[CH:30][CH:29]=2)[C:18]2[NH:19][C:20]3[C:25]([C:17]=2[CH2:16]1)=[CH:24][CH:23]=[CH:22][CH:21]=3. Product: [F:10][CH2:9][C@@H:8]([CH3:11])[CH2:7][N:27]1[C:15]([CH3:40])([CH3:14])[CH2:16][C:17]2[C:25]3[C:20](=[CH:21][CH:22]=[CH:23][CH:24]=3)[NH:19][C:18]=2[CH:26]1[C:28]1[CH:29]=[CH:30][C:31](/[CH:34]=[CH:35]/[C:36]([O:38][CH3:39])=[O:37])=[CH:32][CH:33]=1. The catalyst class is: 12. (2) Reactant: [CH3:1][CH:2]([CH2:4][CH:5]=[CH:6][C@H:7]([C@@H:9]1[C@:26]2([CH3:27])[C@H:12]([C@H:13]3[C@H:23]([CH2:24][CH2:25]2)[C@:21]2([CH3:22])[C:16](=[CH:17][C:18](=O)[CH2:19][CH2:20]2)[CH2:15][CH2:14]3)[CH2:11][CH2:10]1)[CH3:8])[CH3:3].Cl.[NH2:30][OH:31]. Product: [CH3:1][CH:2]([CH2:4][CH:5]=[CH:6][C@H:7]([C@@H:9]1[C@:26]2([CH3:27])[C@H:12]([C@H:13]3[C@H:23]([CH2:24][CH2:25]2)[C@:21]2([CH3:22])[C:16](=[CH:17][C:18](=[N:30][OH:31])[CH2:19][CH2:20]2)[CH2:15][CH2:14]3)[CH2:11][CH2:10]1)[CH3:8])[CH3:3]. The catalyst class is: 17. (3) Reactant: ClC(OC([N:7]1[CH2:12][CH2:11][C:10]([CH2:19][NH:20][C:21]([O:23][C:24]([CH3:27])([CH3:26])[CH3:25])=[O:22])([C:13]2[CH:18]=[CH:17][CH:16]=[CH:15][CH:14]=2)[CH2:9][CH2:8]1)=O)C. Product: [C:24]([O:23][C:21](=[O:22])[NH:20][CH2:19][C:10]1([C:13]2[CH:14]=[CH:15][CH:16]=[CH:17][CH:18]=2)[CH2:11][CH2:12][NH:7][CH2:8][CH2:9]1)([CH3:27])([CH3:25])[CH3:26]. The catalyst class is: 5. (4) Reactant: [CH3:1][S:2][C:3]1[N:8]=[C:7]([NH2:9])[N:6]=[C:5]([NH2:10])[CH:4]=1.C(O)(=O)C.[N:15]([O-])=[O:16].[Na+]. Product: [CH3:1][S:2][C:3]1[N:8]=[C:7]([NH2:9])[N:6]=[C:5]([NH2:10])[C:4]=1[N:15]=[O:16]. The catalyst class is: 6. (5) Reactant: [NH2:1][CH2:2][C@@H:3]1[O:9][CH2:8][CH2:7][N:6](C(OC(C)(C)C)=O)[CH2:5][C@H:4]1[C:17]1[CH:22]=[CH:21][C:20]([Cl:23])=[C:19]([Cl:24])[CH:18]=1.C(N(CC)CC)C.[C:32]([O:35][CH2:36][C:37](Cl)=[O:38])(=O)C.O. Product: [ClH:23].[Cl:24][C:19]1[CH:18]=[C:17]([C@H:4]2[C@H:3]([CH2:2][NH:1][C:37](=[O:38])[CH2:36][O:35][CH3:32])[O:9][CH2:8][CH2:7][NH:6][CH2:5]2)[CH:22]=[CH:21][C:20]=1[Cl:23]. The catalyst class is: 1. (6) Reactant: C(O[C:6](=[O:41])[N:7]([C@@H:9]1[CH2:13][CH2:12][N:11]([CH:14]([C:22](=[O:40])[N:23]([CH2:25][C:26]2[C:35]3[C:30](=[CH:31][CH:32]=[CH:33][CH:34]=3)[CH:29]=[C:28]([C:36]#[N:37])[C:27]=2[O:38][CH3:39])[CH3:24])[C:15]2[CH:20]=[CH:19][C:18]([F:21])=[CH:17][CH:16]=2)[CH2:10]1)[CH3:8])(C)(C)C.C(O)(C(F)(F)F)=O.[CH3:49][O:50][CH2:51]C(O)=O. Product: [C:36]([C:28]1[C:27]([O:38][CH3:39])=[C:26]([CH2:25][N:23]([CH3:24])[C:22](=[O:40])[CH:14]([C:15]2[CH:16]=[CH:17][C:18]([F:21])=[CH:19][CH:20]=2)[N:11]2[CH2:12][CH2:13][C@@H:9]([N:7]([C:6](=[O:41])[CH2:49][O:50][CH3:51])[CH3:8])[CH2:10]2)[C:35]2[C:30]([CH:29]=1)=[CH:31][CH:32]=[CH:33][CH:34]=2)#[N:37]. The catalyst class is: 2. (7) Reactant: [CH3:1][O:2][C:3](=[O:14])[CH2:4][O:5][C:6]1[CH:11]=[CH:10][C:9]([Cl:12])=[C:8]([NH2:13])[CH:7]=1.C([O:17][C:18](=O)[CH:19]([CH2:23][C:24]1[CH:29]=[CH:28][C:27]([S:30]([CH3:33])(=[O:32])=[O:31])=[CH:26][C:25]=1[Cl:34])[C:20](=O)[CH3:21])C. Product: [CH3:1][O:2][C:3](=[O:14])[CH2:4][O:5][C:6]1[CH:11]=[CH:10][C:9]([Cl:12])=[C:8]2[C:7]=1[C:18](=[O:17])[C:19]([CH2:23][C:24]1[CH:29]=[CH:28][C:27]([S:30]([CH3:33])(=[O:31])=[O:32])=[CH:26][C:25]=1[Cl:34])=[C:20]([CH3:21])[NH:13]2. The catalyst class is: 6. (8) Reactant: [N:1]([C:4]1[CH:19]=[CH:18][C:7]([C:8]([NH:10][C@@H:11]([C@H:15]([OH:17])[CH3:16])[C:12]([OH:14])=[O:13])=[O:9])=[C:6]([OH:20])[CH:5]=1)=[N+:2]=[N-:3].[OH-].[Na+]. Product: [N:1]([C:4]1[CH:19]=[CH:18][C:7]([C:8]([NH:10][C@@H:11]([C@H:15]([OH:17])[CH3:16])[C:12]([O-:14])=[O:13])=[O:9])=[C:6]([OH:20])[CH:5]=1)=[N+:2]=[N-:3].[CH2:4]([NH3+:1])[CH3:5]. The catalyst class is: 5. (9) Product: [CH3:15][N:11]1[C:10]2=[N:1][C:2]([CH3:7])=[CH:3][C:4]([CH3:5])=[C:14]2[CH2:13][CH2:12]1. Reactant: [NH2:1][C:2]([CH3:7])=[CH:3][C:4](=O)[CH3:5].CO[C:10]1(OC)[CH2:14][CH2:13][CH2:12][N:11]1[CH3:15].C(O[Na])(C)(C)C.CC(O)(C)C. The catalyst class is: 11.